Dataset: NCI-60 drug combinations with 297,098 pairs across 59 cell lines. Task: Regression. Given two drug SMILES strings and cell line genomic features, predict the synergy score measuring deviation from expected non-interaction effect. Drug 1: CN(C(=O)NC(C=O)C(C(C(CO)O)O)O)N=O. Drug 2: C1CN(P(=O)(OC1)NCCCl)CCCl. Cell line: KM12. Synergy scores: CSS=-38.2, Synergy_ZIP=18.3, Synergy_Bliss=8.03, Synergy_Loewe=-36.7, Synergy_HSA=-34.8.